Dataset: Reaction yield outcomes from USPTO patents with 853,638 reactions. Task: Predict the reaction yield, written as a fraction of the theoretical maximum amount of product (1.0 means a 100% yield; for example, 0.34 means a 34% yield). (1) The reactants are [CH3:1][S:2](O)(=[O:4])=[O:3].[NH2:6][C:7]1[CH:12]=[CH:11][C:10]([NH2:13])=[CH:9][C:8]=1[S:14]([NH2:17])(=[O:16])=[O:15].N1C=CC=CC=1.CS(Cl)(=O)=O. The catalyst is C(#N)C. The product is [NH2:6][C:7]1[CH:12]=[CH:11][C:10]([NH:13][S:2]([CH3:1])(=[O:4])=[O:3])=[CH:9][C:8]=1[S:14]([NH2:17])(=[O:15])=[O:16]. The yield is 0.860. (2) The reactants are [Cl-].O[NH3+:3].[C:4](=[O:7])([O-])[OH:5].[Na+].CS(C)=O.[CH2:13]([C:17]1[N:18]=[C:19]([CH3:47])[N:20]([C:41]2[CH:46]=[CH:45][CH:44]=[CH:43][CH:42]=2)[C:21](=[O:40])[C:22]=1[CH2:23][C:24]1[C:29]([F:30])=[CH:28][C:27]([C:31]2[C:32]([C:37]#[N:38])=[CH:33][CH:34]=[CH:35][CH:36]=2)=[CH:26][C:25]=1[F:39])[CH2:14][CH2:15][CH3:16]. The catalyst is O.C(OCC)(=O)C. The product is [CH2:13]([C:17]1[N:18]=[C:19]([CH3:47])[N:20]([C:41]2[CH:46]=[CH:45][CH:44]=[CH:43][CH:42]=2)[C:21](=[O:40])[C:22]=1[CH2:23][C:24]1[C:25]([F:39])=[CH:26][C:27]([C:31]2[CH:36]=[CH:35][CH:34]=[CH:33][C:32]=2[C:37]2[NH:3][C:4](=[O:7])[O:5][N:38]=2)=[CH:28][C:29]=1[F:30])[CH2:14][CH2:15][CH3:16]. The yield is 0.470. (3) The reactants are [Cl:1][C:2]1[CH:3]=[CH:4][C:5]([C:18]2[N:22]([CH2:23][CH:24]3[CH2:29][CH2:28][CH2:27][CH2:26][CH2:25]3)[C:21]3[CH:30]=[CH:31][CH:32]=[CH:33][C:20]=3[N:19]=2)=[C:6]([CH2:8][CH2:9][C:10]2[CH:17]=[CH:16][C:13]([C:14]#N)=[CH:12][CH:11]=2)[CH:7]=1.[OH-:34].[K+].C[OH:37]. The catalyst is O. The product is [Cl:1][C:2]1[CH:3]=[CH:4][C:5]([C:18]2[N:22]([CH2:23][CH:24]3[CH2:29][CH2:28][CH2:27][CH2:26][CH2:25]3)[C:21]3[CH:30]=[CH:31][CH:32]=[CH:33][C:20]=3[N:19]=2)=[C:6]([CH2:8][CH2:9][C:10]2[CH:17]=[CH:16][C:13]([C:14]([OH:37])=[O:34])=[CH:12][CH:11]=2)[CH:7]=1. The yield is 0.310. (4) The reactants are [OH:1][CH:2]([C:20]1[CH:25]=[CH:24][C:23]([O:26][CH3:27])=[CH:22][CH:21]=1)[CH:3]1[CH2:7][O:6]C(C)(C)[N:4]1[C:10]([O:12][CH2:13][C:14]1[CH:19]=[CH:18][CH:17]=[CH:16][CH:15]=1)=[O:11]. The catalyst is CO. The product is [OH:1][C@H:2]([C:20]1[CH:21]=[CH:22][C:23]([O:26][CH3:27])=[CH:24][CH:25]=1)[C@H:3]([NH:4][C:10](=[O:11])[O:12][CH2:13][C:14]1[CH:19]=[CH:18][CH:17]=[CH:16][CH:15]=1)[CH2:7][OH:6]. The yield is 0.840. (5) The reactants are Cl[C:2]1[CH:7]=[CH:6][C:5]([N+:8]([O-:10])=[O:9])=[CH:4][N:3]=1.[NH2:11][CH2:12][CH2:13][OH:14]. The catalyst is O. The product is [N+:8]([C:5]1[CH:6]=[CH:7][C:2]([NH:11][CH2:12][CH2:13][OH:14])=[N:3][CH:4]=1)([O-:10])=[O:9]. The yield is 0.910. (6) The reactants are [Si:1]([O:18][CH2:19][C:20]1[CH:29]=[CH:28][C:23]2[NH:24][C:25](=[O:27])[O:26][C:22]=2[CH:21]=1)([C:14]([CH3:17])([CH3:16])[CH3:15])([C:8]1[CH:13]=[CH:12][CH:11]=[CH:10][CH:9]=1)[C:2]1[CH:7]=[CH:6][CH:5]=[CH:4][CH:3]=1.C(=O)([O-])[O-].[K+].[K+].Br[CH2:37][CH2:38][OH:39].C(Cl)Cl. The catalyst is CN(C=O)C.CCOCC. The product is [Si:1]([O:18][CH2:19][C:20]1[CH:29]=[CH:28][C:23]2[N:24]([CH2:37][CH2:38][OH:39])[C:25](=[O:27])[O:26][C:22]=2[CH:21]=1)([C:14]([CH3:17])([CH3:15])[CH3:16])([C:8]1[CH:9]=[CH:10][CH:11]=[CH:12][CH:13]=1)[C:2]1[CH:7]=[CH:6][CH:5]=[CH:4][CH:3]=1. The yield is 0.440.